Task: Predict which catalyst facilitates the given reaction.. Dataset: Catalyst prediction with 721,799 reactions and 888 catalyst types from USPTO (1) Reactant: O[CH2:2][C@H:3]([NH:5][C:6](=[O:12])[O:7][C:8]([CH3:11])([CH3:10])[CH3:9])[CH3:4].[I:13][C:14]1[C:22]2[C:17](=[N:18][CH:19]=[N:20][C:21]=2[NH2:23])[NH:16][N:15]=1.C1C=CC(P(C2C=CC=CC=2)C2C=CC=CC=2)=CC=1.CC(OC(/N=N/C(OC(C)C)=O)=O)C. Product: [NH2:23][C:21]1[N:20]=[CH:19][N:18]=[C:17]2[N:16]([CH2:2][C@H:3]([NH:5][C:6](=[O:12])[O:7][C:8]([CH3:11])([CH3:10])[CH3:9])[CH3:4])[N:15]=[C:14]([I:13])[C:22]=12. The catalyst class is: 56. (2) Reactant: C(OC(=O)[NH:7][C@H:8]([C:18]1[N:22]([C:23]2[CH:28]=[CH:27][CH:26]=[CH:25][N:24]=2)[C:21]2[CH:29]=[C:30]([F:33])[CH:31]=[CH:32][C:20]=2[N:19]=1)[CH2:9][O:10][CH2:11][C:12]1[CH:17]=[CH:16][CH:15]=[CH:14][CH:13]=1)(C)(C)C.C(O)(C(F)(F)F)=O. Product: [CH2:11]([O:10][CH2:9][C@H:8]([NH2:7])[C:18]1[N:22]([C:23]2[CH:28]=[CH:27][CH:26]=[CH:25][N:24]=2)[C:21]2[CH:29]=[C:30]([F:33])[CH:31]=[CH:32][C:20]=2[N:19]=1)[C:12]1[CH:13]=[CH:14][CH:15]=[CH:16][CH:17]=1. The catalyst class is: 2. (3) Reactant: [NH2:1][C:2]1[CH:7]=[CH:6][C:5]([I:8])=[CH:4][N:3]=1.[Cl:9]N1C(=O)CCC1=O.O. Product: [NH2:1][C:2]1[C:7]([Cl:9])=[CH:6][C:5]([I:8])=[CH:4][N:3]=1. The catalyst class is: 3.